Dataset: Peptide-MHC class II binding affinity with 134,281 pairs from IEDB. Task: Regression. Given a peptide amino acid sequence and an MHC pseudo amino acid sequence, predict their binding affinity value. This is MHC class II binding data. (1) The peptide sequence is IIFILLMLVTPSMAM. The MHC is DRB1_0701 with pseudo-sequence DRB1_0701. The binding affinity (normalized) is 0.766. (2) The peptide sequence is RKHIEWNCDVCRHGD. The MHC is DRB5_0101 with pseudo-sequence DRB5_0101. The binding affinity (normalized) is 0.250. (3) The peptide sequence is VLTYNGKRLEPNWAS. The MHC is DRB1_0101 with pseudo-sequence DRB1_0101. The binding affinity (normalized) is 0.373. (4) The peptide sequence is AFKVAATAANAVPAN. The MHC is DRB1_0802 with pseudo-sequence DRB1_0802. The binding affinity (normalized) is 0.654. (5) The peptide sequence is AFILDGLNLFPKV. The MHC is DRB3_0101 with pseudo-sequence DRB3_0101. The binding affinity (normalized) is 0.889. (6) The peptide sequence is ERLKDKHPVLGVITE. The MHC is DRB1_0101 with pseudo-sequence DRB1_0101. The binding affinity (normalized) is 0.371. (7) The peptide sequence is MTLYQIQVMKRNQKQ. The MHC is DRB1_0101 with pseudo-sequence DRB1_0101. The binding affinity (normalized) is 0.343. (8) The peptide sequence is MSSGSFINISV. The MHC is DRB1_0401 with pseudo-sequence DRB1_0401. The binding affinity (normalized) is 0. (9) The peptide sequence is APIKEFKAKIVNG. The MHC is HLA-DPA10201-DPB10101 with pseudo-sequence HLA-DPA10201-DPB10101. The binding affinity (normalized) is 0.264. (10) The peptide sequence is ANPLSNPFYMDDR. The MHC is DRB1_0401 with pseudo-sequence DRB1_0401. The binding affinity (normalized) is 0.0778.